Dataset: Full USPTO retrosynthesis dataset with 1.9M reactions from patents (1976-2016). Task: Predict the reactants needed to synthesize the given product. (1) Given the product [Cl:1][C:2]1[CH:21]=[C:20]([CH3:22])[CH:19]=[C:18]([Cl:23])[C:3]=1[O:4][CH2:5][CH2:6][O:7][C:8]1[CH:9]=[CH:10][C:11]([C:12]([OH:14])=[O:13])=[CH:16][CH:17]=1, predict the reactants needed to synthesize it. The reactants are: [Cl:1][C:2]1[CH:21]=[C:20]([CH3:22])[CH:19]=[C:18]([Cl:23])[C:3]=1[O:4][CH2:5][CH2:6][O:7][C:8]1[CH:17]=[CH:16][C:11]([C:12]([O:14]C)=[O:13])=[CH:10][CH:9]=1.[OH-].[Li+]. (2) Given the product [CH3:1][C:3]1[C:12]([CH3:13])=[C:11]([O:14][C:15]([C:17](=[O:50])[CH2:19][CH2:18][CH2:32][C:33]#[CH:34])=[O:16])[C:10]2[C:5](=[CH:6][CH:7]=[C:8]([F:21])[C:9]=2[F:20])[N:4]=1, predict the reactants needed to synthesize it. The reactants are: [CH2:1]([C:3]1[C:12]([CH3:13])=[C:11]([O:14][C:15]([CH:17]2[CH2:19][CH2:18]2)=[O:16])[C:10]2[C:5](=[CH:6][CH:7]=[C:8]([F:21])[C:9]=2[F:20])[N:4]=1)C.[Cl-].ClC1N(C)CC[NH+]1C.N1C=C[CH:34]=[CH:33][CH:32]=1.C(C1C(C)=C([O:50]C(C2CC2)=O)C2C(=CC(F)=C(F)C=2)N=1)C. (3) Given the product [C:19]1([O:18][C:16](=[O:17])[NH:14][C:11]2[S:12][CH:13]=[C:9]([CH2:8][S:5]([CH2:2][CH2:3][CH3:4])(=[O:6])=[O:7])[N:10]=2)[CH:24]=[CH:23][CH:22]=[CH:21][CH:20]=1, predict the reactants needed to synthesize it. The reactants are: Cl.[CH2:2]([S:5]([CH2:8][C:9]1[N:10]=[C:11]([NH2:14])[S:12][CH:13]=1)(=[O:7])=[O:6])[CH2:3][CH3:4].Cl[C:16]([O:18][C:19]1[CH:24]=[CH:23][CH:22]=[CH:21][CH:20]=1)=[O:17]. (4) Given the product [CH2:30]([C:8]1([OH:28])[C:9]2[C:14]([CH3:15])=[N:13][C:12]([N:16]([CH2:26][CH3:27])[C:17]3[C:22]([CH3:23])=[CH:21][C:20]([CH3:24])=[CH:19][C:18]=3[CH3:25])=[N:11][C:10]=2[N:6]([CH:3]([CH2:4][CH3:5])[CH2:1][CH3:2])[C:7]1=[O:29])[CH3:31], predict the reactants needed to synthesize it. The reactants are: [CH2:1]([CH:3]([N:6]1[C:10]2[N:11]=[C:12]([N:16]([CH2:26][CH3:27])[C:17]3[C:22]([CH3:23])=[CH:21][C:20]([CH3:24])=[CH:19][C:18]=3[CH3:25])[N:13]=[C:14]([CH3:15])[C:9]=2[C:8](=[O:28])[C:7]1=[O:29])[CH2:4][CH3:5])[CH3:2].[CH2:30]([Mg]Br)[CH3:31].[Cl-].[NH4+]. (5) Given the product [CH2:55]([O:54][C:52](=[O:53])[CH2:51][C:50]([N:20]([CH2:21][CH:22]([CH3:23])[CH3:24])[C:11]1[C:12]([C:15]([O:17][CH2:18][CH3:19])=[O:16])=[N:13][CH:14]=[C:9]([CH2:8][C:5]2[CH:4]=[CH:3][C:2]([F:1])=[CH:7][CH:6]=2)[CH:10]=1)=[O:57])[CH3:56], predict the reactants needed to synthesize it. The reactants are: [F:1][C:2]1[CH:7]=[CH:6][C:5]([CH2:8][C:9]2[CH:10]=[C:11]([NH:20][CH2:21][CH:22]([CH3:24])[CH3:23])[C:12]([C:15]([O:17][CH2:18][CH3:19])=[O:16])=[N:13][CH:14]=2)=[CH:4][CH:3]=1.FC1C=CC(CC2C=C(NC=C(C)C)C(C(OCC)=O)=NC=2)=CC=1.Cl[C:50](=[O:57])[CH2:51][C:52]([O:54][CH2:55][CH3:56])=[O:53].C(=O)(O)[O-].[Na+].